Dataset: CYP2C9 inhibition data for predicting drug metabolism from PubChem BioAssay. Task: Regression/Classification. Given a drug SMILES string, predict its absorption, distribution, metabolism, or excretion properties. Task type varies by dataset: regression for continuous measurements (e.g., permeability, clearance, half-life) or binary classification for categorical outcomes (e.g., BBB penetration, CYP inhibition). Dataset: cyp2c9_veith. (1) The compound is CCC1(C)Nc2ccccc2C(=O)N1O. The result is 0 (non-inhibitor). (2) The molecule is COc1ccc(CN2C(=O)c3ccccc3C(/C=N\OCc3ccc(F)cc3)C2=O)cc1. The result is 1 (inhibitor).